This data is from Reaction yield outcomes from USPTO patents with 853,638 reactions. The task is: Predict the reaction yield, written as a fraction of the theoretical maximum amount of product (1.0 means a 100% yield; for example, 0.34 means a 34% yield). The reactants are C([Si](C)(C)[O:6][C@H:7]1[CH2:12][CH2:11][C@H:10]([N:13]2[CH2:18][CH2:17][CH2:16][CH:15]([CH2:19][C:20]3[C:29]([Cl:30])=[CH:28][C:27]4[C:22](=[CH:23][CH:24]=[CH:25][CH:26]=4)[CH:21]=3)[C:14]2=[O:31])[CH2:9][CH2:8]1)(C)(C)C. The catalyst is C(O)C. The product is [Cl:30][C:29]1[C:20]([CH2:19][CH:15]2[CH2:16][CH2:17][CH2:18][N:13]([C@H:10]3[CH2:11][CH2:12][C@H:7]([OH:6])[CH2:8][CH2:9]3)[C:14]2=[O:31])=[CH:21][C:22]2[C:27]([CH:28]=1)=[CH:26][CH:25]=[CH:24][CH:23]=2. The yield is 0.330.